From a dataset of Forward reaction prediction with 1.9M reactions from USPTO patents (1976-2016). Predict the product of the given reaction. (1) Given the reactants [Cl:1][C:2]1[CH:3]=[CH:4][C:5]([C:28]([F:31])([F:30])[F:29])=[C:6]([CH:27]=1)[CH2:7][N:8]1[CH2:13][CH2:12][NH:11][C:10]2[N:14]=[CH:15][C:16]([C:18]3[CH:19]=[C:20]([CH:24]=[CH:25][CH:26]=3)[C:21]([OH:23])=O)=[CH:17][C:9]1=2.[Cl:32][C:33]1[CH:34]=[C:35]([CH:38]=[CH:39][CH:40]=1)[CH2:36][NH2:37], predict the reaction product. The product is: [Cl:32][C:33]1[CH:34]=[C:35]([CH:38]=[CH:39][CH:40]=1)[CH2:36][NH:37][C:21](=[O:23])[C:20]1[CH:24]=[CH:25][CH:26]=[C:18]([C:16]2[CH:15]=[N:14][C:10]3[NH:11][CH2:12][CH2:13][N:8]([CH2:7][C:6]4[CH:27]=[C:2]([Cl:1])[CH:3]=[CH:4][C:5]=4[C:28]([F:30])([F:29])[F:31])[C:9]=3[CH:17]=2)[CH:19]=1. (2) The product is: [I:19][C:17]1[CH:16]=[N:15][N:14]([C:11]2[CH:10]=[CH:9][C:8]([O:7][CH3:6])=[CH:13][CH:12]=2)[CH:18]=1. Given the reactants C([O-])(=O)C.[Na+].[CH3:6][O:7][C:8]1[CH:13]=[CH:12][C:11]([N:14]2[CH:18]=[CH:17][CH:16]=[N:15]2)=[CH:10][CH:9]=1.[I:19]I.[I-].[K+].[O-]S([O-])=O.[Na+].[Na+], predict the reaction product. (3) Given the reactants [CH3:1][C:2]1[N:6]([CH2:7][CH2:8][CH2:9][C:10]2[CH:15]=[CH:14][C:13]([CH2:16][CH2:17][CH2:18][CH2:19][CH3:20])=[CH:12][CH:11]=2)[C:5]([C:21]2[CH:40]=[CH:39][C:24]([O:25][C@H:26]([CH2:32][C:33]3[CH:38]=[CH:37][CH:36]=[CH:35][CH:34]=3)[C:27]([O:29]CC)=[O:28])=[CH:23][CH:22]=2)=[CH:4][CH:3]=1.[OH-].[K+].Cl, predict the reaction product. The product is: [CH3:1][C:2]1[N:6]([CH2:7][CH2:8][CH2:9][C:10]2[CH:15]=[CH:14][C:13]([CH2:16][CH2:17][CH2:18][CH2:19][CH3:20])=[CH:12][CH:11]=2)[C:5]([C:21]2[CH:22]=[CH:23][C:24]([O:25][C@H:26]([CH2:32][C:33]3[CH:38]=[CH:37][CH:36]=[CH:35][CH:34]=3)[C:27]([OH:29])=[O:28])=[CH:39][CH:40]=2)=[CH:4][CH:3]=1. (4) Given the reactants [NH2:1][C:2]1[CH:3]=[CH:4][C:5]([C:8]#[N:9])=[N:6][CH:7]=1.[Cl:10][C:11]1[CH:12]=[C:13]([CH:16]=[CH:17][C:18]=1[F:19])[CH:14]=O, predict the reaction product. The product is: [Cl:10][C:11]1[CH:12]=[C:13]([CH:16]=[CH:17][C:18]=1[F:19])[CH:14]=[N:1][C:2]1[CH:3]=[CH:4][C:5]([C:8]#[N:9])=[N:6][CH:7]=1. (5) Given the reactants C(OC([N:8]1[CH:13]2[CH2:14][CH2:15][CH:9]1[CH2:10][C:11]([F:22])([C:16]1[CH:21]=[CH:20][CH:19]=[CH:18][N:17]=1)[CH2:12]2)=O)(C)(C)C, predict the reaction product. The product is: [F:22][C:11]1([C:16]2[CH:21]=[CH:20][CH:19]=[CH:18][N:17]=2)[CH2:10][CH:9]2[NH:8][CH:13]([CH2:14][CH2:15]2)[CH2:12]1. (6) Given the reactants [S:1]1[CH:5]=[CH:4][C:3]2[C:6](=O)[C:7]3[S:8][CH:9]=[CH:10][C:11]=3[C:12](=O)[C:2]1=2.[C:15]1([CH3:23])[CH:20]=[CH:19][CH:18]=[C:17]([Mg]Br)[CH:16]=1.Cl.[Sn](Cl)Cl, predict the reaction product. The product is: [C:15]1([CH3:23])[CH:20]=[CH:19][CH:18]=[C:17]([C:6]2[C:7]3[S:8][CH:9]=[CH:10][C:11]=3[C:12]([C:12]3[CH:2]=[C:3]([CH3:4])[CH:6]=[CH:7][CH:11]=3)=[C:2]3[S:1][CH:5]=[CH:4][C:3]=23)[CH:16]=1. (7) Given the reactants [CH2:1]([N:3]1[C:7]2=[N:8][C:9]([CH2:48][CH3:49])=[C:10]([CH2:19][NH:20][C:21]([C:23]3[CH:28]=[CH:27][CH:26]=[C:25]([C:29]([NH:31][CH2:32][C:33]4[C:34]([CH3:47])=[C:35]([C:39]5[CH:44]=[CH:43][CH:42]=[C:41](C=O)[CH:40]=5)[CH:36]=[CH:37][CH:38]=4)=[O:30])[CH:24]=3)=[O:22])[C:11]([NH:12][CH:13]3[CH2:18][CH2:17][O:16][CH2:15][CH2:14]3)=[C:6]2[CH:5]=[N:4]1)[CH3:2].[N:50]1([C:56](OC(C)(C)C)=O)[CH2:55][CH2:54][NH:53][CH2:52][CH2:51]1.[C:63](O[BH-](OC(=O)C)OC(=O)C)(=O)C.[Na+].CC(O)=O, predict the reaction product. The product is: [C@H:55]12[CH2:63][C@H:52]([NH:53][CH2:54]1)[CH2:51][N:50]2[CH2:56][C:41]1[CH:40]=[C:39]([C:35]2[CH:36]=[CH:37][CH:38]=[C:33]([CH2:32][NH:31][C:29]([C:25]3[CH:26]=[CH:27][CH:28]=[C:23]([C:21]([NH:20][CH2:19][C:10]4[C:11]([NH:12][CH:13]5[CH2:14][CH2:15][O:16][CH2:17][CH2:18]5)=[C:6]5[CH:5]=[N:4][N:3]([CH2:1][CH3:2])[C:7]5=[N:8][C:9]=4[CH2:48][CH3:49])=[O:22])[CH:24]=3)=[O:30])[C:34]=2[CH3:47])[CH:44]=[CH:43][CH:42]=1.